This data is from Catalyst prediction with 721,799 reactions and 888 catalyst types from USPTO. The task is: Predict which catalyst facilitates the given reaction. (1) Reactant: C[O:2][C:3]([C:5]1[C:6]([S:19][CH2:20][C:21]2[CH:26]=[CH:25][CH:24]=[CH:23][CH:22]=2)=[N:7][C:8]2[CH2:9][CH2:10][CH:11]([C:15]([CH3:18])([CH3:17])[CH3:16])[CH2:12][C:13]=2[CH:14]=1)=O.C([BH-](CC)CC)C.[Li+].O.[NH4+].[Cl-]. Product: [CH2:20]([S:19][C:6]1[C:5]([CH2:3][OH:2])=[CH:14][C:13]2[CH2:12][CH:11]([C:15]([CH3:18])([CH3:17])[CH3:16])[CH2:10][CH2:9][C:8]=2[N:7]=1)[C:21]1[CH:22]=[CH:23][CH:24]=[CH:25][CH:26]=1. The catalyst class is: 1. (2) Reactant: [OH-].[Na+].[CH2:3]([O:10][C:11]1[CH:16]=[C:15]([CH2:17][CH2:18][C:19]([O:21]C)=[O:20])[CH:14]=[CH:13][C:12]=1[C:23]1[CH:28]=[CH:27][CH:26]=[C:25]([N:29]([CH3:40])[C:30]([NH:32][CH2:33][CH2:34][CH2:35][CH2:36][CH2:37][CH2:38][CH3:39])=[O:31])[CH:24]=1)[C:4]1[CH:9]=[CH:8][CH:7]=[CH:6][CH:5]=1. Product: [CH2:3]([O:10][C:11]1[CH:16]=[C:15]([CH2:17][CH2:18][C:19]([OH:21])=[O:20])[CH:14]=[CH:13][C:12]=1[C:23]1[CH:28]=[CH:27][CH:26]=[C:25]([N:29]([CH3:40])[C:30]([NH:32][CH2:33][CH2:34][CH2:35][CH2:36][CH2:37][CH2:38][CH3:39])=[O:31])[CH:24]=1)[C:4]1[CH:9]=[CH:8][CH:7]=[CH:6][CH:5]=1. The catalyst class is: 83.